This data is from Full USPTO retrosynthesis dataset with 1.9M reactions from patents (1976-2016). The task is: Predict the reactants needed to synthesize the given product. (1) The reactants are: [CH2:1]([N:8]1[C:17]2[C:12](=[CH:13][CH:14]=[C:15]([CH2:18][C:19]3[CH:20]=[C:21]([C@@:28]4(OC)[C@H:33]([OH:34])[C@@H:32]([OH:35])[C@H:31]([OH:36])[C@@H:30]([CH2:37][OH:38])[O:29]4)[CH:22]=[CH:23][C:24]=3[CH:25]([CH3:27])[CH3:26])[CH:16]=2)[CH2:11][CH2:10][CH2:9]1)[C:2]1[CH:7]=[CH:6][CH:5]=[CH:4][CH:3]=1.C([SiH](CC)CC)C.B(F)(F)F. Given the product [CH2:1]([N:8]1[C:17]2[C:12](=[CH:13][CH:14]=[C:15]([CH2:18][C:19]3[CH:20]=[C:21]([C@H:28]4[C@H:33]([OH:34])[C@@H:32]([OH:35])[C@H:31]([OH:36])[C@@H:30]([CH2:37][OH:38])[O:29]4)[CH:22]=[CH:23][C:24]=3[CH:25]([CH3:27])[CH3:26])[CH:16]=2)[CH2:11][CH2:10][CH2:9]1)[C:2]1[CH:7]=[CH:6][CH:5]=[CH:4][CH:3]=1, predict the reactants needed to synthesize it. (2) Given the product [CH3:1][O:2][C:3](=[O:4])[NH:5][CH:6]([C:7]([N:71]1[CH2:72][CH:73]([C:75]#[N:76])[CH2:74][CH:70]1[C:67]1[NH:66][C:65]([C:60]2[CH:59]=[CH:58][C:57]3[C:62](=[CH:63][CH:64]=[C:55]([C:52]4[CH:51]=[CH:50][C:49]([C:46]5[NH:45][C:44]([CH:43]6[CH2:42][C:39]7([CH2:41][CH2:40]7)[CH2:38][N:37]6[C:35](=[O:36])[CH:31]([NH:30][C:29]([O:28][CH3:27])=[O:77])[CH:32]([CH3:34])[CH3:33])=[N:48][CH:47]=5)=[CH:54][CH:53]=4)[CH:56]=3)[CH:61]=2)=[CH:69][N:68]=1)=[O:9])[C:10]([CH3:13])([CH3:12])[CH3:11], predict the reactants needed to synthesize it. The reactants are: [CH3:1][O:2][C:3]([NH:5][CH:6]([C:10]([CH3:13])([CH3:12])[CH3:11])[C:7]([OH:9])=O)=[O:4].C1C=CC2N(O)N=NC=2C=1.Cl.Cl.Cl.[CH3:27][O:28][C:29](=[O:77])[NH:30][CH:31]([C:35]([N:37]1[CH:43]([C:44]2[NH:45][C:46]([C:49]3[CH:54]=[CH:53][C:52]([C:55]4[CH:64]=[CH:63][C:62]5[C:57](=[CH:58][CH:59]=[C:60]([C:65]6[NH:66][C:67]([CH:70]7[CH2:74][CH:73]([C:75]#[N:76])[CH2:72][NH:71]7)=[N:68][CH:69]=6)[CH:61]=5)[CH:56]=4)=[CH:51][CH:50]=3)=[CH:47][N:48]=2)[CH2:42][C:39]2([CH2:41][CH2:40]2)[CH2:38]1)=[O:36])[CH:32]([CH3:34])[CH3:33].CN1CCOCC1. (3) The reactants are: [C:1]([C:3]1[C:11]2[C:6](=[C:7]([N+:13]([O-])=O)[CH:8]=[CH:9][C:10]=2[CH3:12])[NH:5][CH:4]=1)#[N:2].O. Given the product [NH2:13][C:7]1[CH:8]=[CH:9][C:10]([CH3:12])=[C:11]2[C:6]=1[NH:5][CH:4]=[C:3]2[C:1]#[N:2], predict the reactants needed to synthesize it. (4) Given the product [CH:39]1([CH2:42][O:26][C:22]2[CH:21]=[C:20]([CH2:19][C@H:18]([NH:27][C:28](=[O:30])[CH3:29])[C@H:17]3[C@H:16]4[CH2:15][O:14][C@@H:13]([O:32][CH2:33][C:34]([CH3:36])([CH3:37])[CH3:35])[C@H:12]([CH3:38])[N:11]4[C:9](=[O:8])[O:10]3)[CH:25]=[CH:24][CH:23]=2)[CH2:41][CH2:40]1, predict the reactants needed to synthesize it. The reactants are: C([O:8][C:9]([N:11]1[C@@H:16]([C@@H:17](O)[C@@H:18]([NH:27][C:28](=[O:30])[CH3:29])[CH2:19][C:20]2[CH:25]=[CH:24][CH:23]=[C:22]([OH:26])[CH:21]=2)[CH2:15][O:14][C@@H:13]([O:32][CH2:33][C:34]([CH3:37])([CH3:36])[CH3:35])[C@@H:12]1[CH3:38])=[O:10])C1C=CC=CC=1.[CH:39]1([CH2:42]Br)[CH2:41][CH2:40]1.C(=O)([O-])[O-].[Cs+].[Cs+].CN(C)C=O. (5) Given the product [NH:1]1[C:9]2[C:4](=[CH:5][CH:6]=[CH:7][CH:8]=2)[C:3]([CH2:10][CH2:11][NH:12][C:13]2[N:21]=[C:20]([C:22]3[CH:23]=[N:24][CH:25]=[C:26]([F:28])[CH:27]=3)[N:19]=[C:18]3[C:14]=2[N:15]=[CH:16][N:17]3[C@H:29]([CH3:39])[CH2:30][OH:31])=[CH:2]1, predict the reactants needed to synthesize it. The reactants are: [NH:1]1[C:9]2[C:4](=[CH:5][CH:6]=[CH:7][CH:8]=2)[C:3]([CH2:10][CH2:11][NH:12][C:13]2[N:21]=[C:20]([C:22]3[CH:23]=[N:24][CH:25]=[C:26]([F:28])[CH:27]=3)[N:19]=[C:18]3[C:14]=2[N:15]=[CH:16][N:17]3[C@H:29]([CH3:39])[CH2:30][O:31]CC2C=CC=CC=2)=[CH:2]1.B(Cl)(Cl)Cl.[OH-].[Na+].